Dataset: Peptide-MHC class I binding affinity with 185,985 pairs from IEDB/IMGT. Task: Regression. Given a peptide amino acid sequence and an MHC pseudo amino acid sequence, predict their binding affinity value. This is MHC class I binding data. (1) The MHC is HLA-B44:02 with pseudo-sequence HLA-B44:02. The peptide sequence is QTWMSAEGAW. The binding affinity (normalized) is 0.132. (2) The peptide sequence is KYTSFPWLL. The MHC is Patr-A0901 with pseudo-sequence Patr-A0901. The binding affinity (normalized) is 1.00. (3) The peptide sequence is VFLPNTHNL. The MHC is HLA-A03:01 with pseudo-sequence HLA-A03:01. The binding affinity (normalized) is 0.0847. (4) The peptide sequence is SENEVKLTI. The MHC is HLA-B44:03 with pseudo-sequence HLA-B44:03. The binding affinity (normalized) is 0.755. (5) The peptide sequence is RLNAILLLY. The MHC is HLA-A31:01 with pseudo-sequence HLA-A31:01. The binding affinity (normalized) is 0.0847. (6) The binding affinity (normalized) is 0.0847. The MHC is HLA-A01:01 with pseudo-sequence HLA-A01:01. The peptide sequence is RPAPARLPL.